Dataset: Full USPTO retrosynthesis dataset with 1.9M reactions from patents (1976-2016). Task: Predict the reactants needed to synthesize the given product. Given the product [CH3:27][O:26][C:2]1[N:7]=[C:6]([CH2:8][N:9]2[CH2:14][CH2:13][CH:12]([CH2:15][CH2:16][C:17]3[CH:22]=[CH:21][CH:20]=[C:19]4[O:23][CH2:24][O:25][C:18]=34)[CH2:11][CH2:10]2)[CH:5]=[CH:4][CH:3]=1, predict the reactants needed to synthesize it. The reactants are: Br[C:2]1[N:7]=[C:6]([CH2:8][N:9]2[CH2:14][CH2:13][CH:12]([CH2:15][CH2:16][C:17]3[CH:22]=[CH:21][CH:20]=[C:19]4[O:23][CH2:24][O:25][C:18]=34)[CH2:11][CH2:10]2)[CH:5]=[CH:4][CH:3]=1.[OH2:26].[CH3:27]O.C[O-].[Na+].